This data is from Tox21: 12 toxicity assays (nuclear receptors and stress response pathways). The task is: Binary classification across 12 toxicity assays. The compound is Cc1ccc(N)cc1O. It tested positive (active) for: NR-AhR (Aryl hydrocarbon Receptor agonist activity), and SR-ARE (Antioxidant Response Element (oxidative stress)).